This data is from Forward reaction prediction with 1.9M reactions from USPTO patents (1976-2016). The task is: Predict the product of the given reaction. (1) Given the reactants [CH3:1][N:2]1[C:6]2=[N:7][C:8]([O:15][CH2:16][C:17]([OH:19])=O)=[CH:9][C:10]([C:11]([F:14])([F:13])[F:12])=[C:5]2[C:4]([C:20]2[CH:25]=[CH:24][CH:23]=[CH:22][CH:21]=2)=[N:3]1.[CH3:32][CH:31]([CH3:33])[N:30]=C=[N:30][CH:31]([CH3:33])[CH3:32].[CH:35]1[CH:36]=[CH:37][C:38]2N(O)N=N[C:39]=2[CH:40]=1, predict the reaction product. The product is: [C@@H:31]1([NH:30][C:17](=[O:19])[CH2:16][O:15][C:8]2[N:7]=[C:6]3[N:2]([CH3:1])[N:3]=[C:4]([C:20]4[CH:21]=[CH:22][CH:23]=[CH:24][CH:25]=4)[C:5]3=[C:10]([C:11]([F:13])([F:14])[F:12])[CH:9]=2)[C:32]2[C:39](=[CH:40][CH:35]=[CH:36][CH:37]=2)[CH2:38][CH2:33]1. (2) Given the reactants [CH:1]1[C:6]([C:7]2[C:16](=[O:17])[C:15]3[CH:14]=[CH:13][C:12]([OH:18])=[CH:11][C:10]=3[O:9][CH:8]=2)=[CH:5][CH:4]=[C:3]([OH:19])[CH:2]=1.[CH3:20][O:21]C1C=CC(C(=O)C=CC2C=CC=CC=2)=CC=1.[CH3:38][O:39]C1C=CC(/C=C/C(NC2C=CC=CC=2C(O)=O)=O)=CC=1OC.[CH3:62]C(OC1C=C2OC=C(C3C=CC(OC)=CC=3)C(=O)C2=C(OC(C)=O)C=1)=O.COC1C=CC(/C=C/C2C=C(O)C=C(O)C=2)=CC=1.COC1C=CC2C3COC4C=C(OC)C=CC=4C=3OC=2C=1.CC1C=C(O)C2C(C3C(O)=CC=CC=3C(=O)C=2C=1)=O.CC1C2C(C=C(C3C=CC=CC=3)OC=2C=C(OC)C=1)=O, predict the reaction product. The product is: [CH3:62][O:18][C:12]1[CH:13]=[C:14]([O:21][CH3:20])[C:15]2[C:16]([C:7]([C:6]3[CH:5]=[CH:4][C:3]4[O:19][CH2:38][O:39][C:2]=4[CH:1]=3)=[CH:8][O:9][C:10]=2[CH:11]=1)=[O:17]. (3) Given the reactants Cl[C:2]1[C:11]2[C:6](=[CH:7][C:8]([O:14][CH3:15])=[C:9]([O:12][CH3:13])[CH:10]=2)[N:5]=[CH:4][N:3]=1.C(O[C:21](=[O:29])[NH:22][CH:23]1[CH2:28][CH2:27][NH:26][CH2:25][CH2:24]1)(C)(C)C.[N+](C1C=CC(OC(=O)[NH:41][C:42]2[CH:43]=[N:44][C:45]([N:48]3[CH2:52][CH2:51][CH2:50][CH2:49]3)=[CH:46][CH:47]=2)=CC=1)([O-])=O.Cl, predict the reaction product. The product is: [CH3:13][O:12][C:9]1[CH:10]=[C:11]2[C:6](=[CH:7][C:8]=1[O:14][CH3:15])[N:5]=[CH:4][N:3]=[C:2]2[N:26]1[CH2:25][CH2:24][CH:23]([NH:22][C:21]([NH:41][C:42]2[CH:43]=[N:44][C:45]([N:48]3[CH2:52][CH2:51][CH2:50][CH2:49]3)=[CH:46][CH:47]=2)=[O:29])[CH2:28][CH2:27]1. (4) Given the reactants [Br:1][C:2]1[CH:7]=[CH:6][C:5]([OH:8])=[C:4]([N+:9]([O-:11])=[O:10])[C:3]=1[CH3:12].[C:13]([O-])([O-])=O.[K+].[K+].CI, predict the reaction product. The product is: [CH3:13][O:8][C:5]1[CH:6]=[CH:7][C:2]([Br:1])=[C:3]([CH3:12])[C:4]=1[N+:9]([O-:11])=[O:10].